Dataset: Catalyst prediction with 721,799 reactions and 888 catalyst types from USPTO. Task: Predict which catalyst facilitates the given reaction. (1) Reactant: [CH2:1]([O:3][C:4]([C:6]1[CH:10]=[C:9]([CH3:11])[N:8]([CH2:12][C:13]2[CH:18]=[C:17]([Cl:19])[CH:16]=[CH:15][C:14]=2O)[N:7]=1)=[O:5])[CH3:2].[C:21](=[O:24])([O-])[O-].[K+].[K+].[I-].[K+].[Cl:29][C:30]1[CH:37]=[CH:36][C:33](CBr)=[CH:32][CH:31]=1. Product: [CH2:1]([O:3][C:4]([C:6]1[CH:10]=[C:9]([CH3:11])[N:8]([CH:12]([O:24][CH2:21][C:33]2[CH:36]=[CH:37][C:30]([Cl:29])=[CH:31][CH:32]=2)[C:13]2[CH:18]=[C:17]([Cl:19])[CH:16]=[CH:15][CH:14]=2)[N:7]=1)=[O:5])[CH3:2]. The catalyst class is: 18. (2) Reactant: [C:1]([O:9][C@H:10]1[O:24][C@H:23]([CH2:25][O:26][C:27](=[O:34])[C:28]2[CH:33]=[CH:32][CH:31]=[CH:30][CH:29]=2)[C@@H:13]([O:14][C:15](=[O:22])[C:16]2[CH:21]=[CH:20][CH:19]=[CH:18][CH:17]=2)[C@H:11]1[OH:12])(=[O:8])[C:2]1[CH:7]=[CH:6][CH:5]=[CH:4][CH:3]=1.ClN1C(=O)N(Cl)C(=O)N(Cl)C1=O.CC1(C)N([O])C(C)(C)CCC1. Product: [C:1]([O:9][C@@H:10]1[C:11](=[O:12])[C@H:13]([O:14][C:15](=[O:22])[C:16]2[CH:21]=[CH:20][CH:19]=[CH:18][CH:17]=2)[C@@H:23]([CH2:25][O:26][C:27](=[O:34])[C:28]2[CH:29]=[CH:30][CH:31]=[CH:32][CH:33]=2)[O:24]1)(=[O:8])[C:2]1[CH:7]=[CH:6][CH:5]=[CH:4][CH:3]=1. The catalyst class is: 4.